Dataset: Reaction yield outcomes from USPTO patents with 853,638 reactions. Task: Predict the reaction yield, written as a fraction of the theoretical maximum amount of product (1.0 means a 100% yield; for example, 0.34 means a 34% yield). The reactants are [NH2:1][C:2]([CH3:12])([CH3:11])[C:3]([C:5]1[CH:10]=[CH:9][CH:8]=[CH:7][CH:6]=1)=[O:4].CC1C=CC(S(O)(=O)=O)=CC=1.[Cl:24][C:25]1[CH:30]=[CH:29][C:28]([S:31](Cl)(=[O:33])=[O:32])=[CH:27][CH:26]=1.C(N(CC)CC)C. The catalyst is CN(C=O)C. The product is [Cl:24][C:25]1[CH:30]=[CH:29][C:28]([S:31]([NH:1][C:2]([CH3:12])([CH3:11])[C:3](=[O:4])[C:5]2[CH:10]=[CH:9][CH:8]=[CH:7][CH:6]=2)(=[O:33])=[O:32])=[CH:27][CH:26]=1. The yield is 0.0730.